From a dataset of Reaction yield outcomes from USPTO patents with 853,638 reactions. Predict the reaction yield, written as a fraction of the theoretical maximum amount of product (1.0 means a 100% yield; for example, 0.34 means a 34% yield). (1) The product is [N:9]1[CH:8]=[C:7]([C:19]2([OH:22])[CH2:20][CH2:21][C:16]3([O:23][CH2:13][CH2:14][O:15]3)[CH2:17][CH2:18]2)[CH:12]=[N:11][CH:10]=1. The reactants are C([Li])CCC.Br[C:7]1[CH:8]=[N:9][CH:10]=[N:11][CH:12]=1.[CH2:13]1[O:23][C:16]2([CH2:21][CH2:20][C:19](=[O:22])[CH2:18][CH2:17]2)[O:15][CH2:14]1.O. The catalyst is C1COCC1. The yield is 0.120. (2) The reactants are [Br:1][C:2]1[CH:11]=[C:10]2[C:5]([N:6]=[CH:7][C:8](Cl)=[N:9]2)=[CH:4][CH:3]=1.[NH:13]1[CH2:18][CH2:17][O:16][CH2:15][CH2:14]1.C([O-])([O-])=O.[K+].[K+]. The catalyst is CC#N. The product is [Br:1][C:2]1[CH:11]=[C:10]2[C:5]([N:6]=[CH:7][C:8]([N:13]3[CH2:18][CH2:17][O:16][CH2:15][CH2:14]3)=[N:9]2)=[CH:4][CH:3]=1. The yield is 0.983.